This data is from Catalyst prediction with 721,799 reactions and 888 catalyst types from USPTO. The task is: Predict which catalyst facilitates the given reaction. (1) Reactant: C[O:2][C:3]([C:5]1[CH:6]=[N:7][C:8]([C:11]2[CH:16]=[CH:15][CH:14]=[C:13]([F:17])[CH:12]=2)=[N:9][CH:10]=1)=[O:4].[Li+].[OH-]. Product: [F:17][C:13]1[CH:12]=[C:11]([C:8]2[N:7]=[CH:6][C:5]([C:3]([OH:4])=[O:2])=[CH:10][N:9]=2)[CH:16]=[CH:15][CH:14]=1. The catalyst class is: 5. (2) Reactant: CN([CH:4]=[C:5]([C:16]1[CH:21]=[CH:20][C:19]([O:22][CH3:23])=[CH:18][CH:17]=1)[C:6]([C:8]1[CH:13]=[CH:12][C:11]([O:14][CH3:15])=[CH:10][CH:9]=1)=O)C.[C:24]([CH2:26][C:27]([NH2:29])=[O:28])#[N:25].[H-].[Na+].OP([O-])(O)=O.[K+]. Product: [CH3:23][O:22][C:19]1[CH:18]=[CH:17][C:16]([C:5]2[CH:4]=[C:26]([C:24]#[N:25])[C:27](=[O:28])[NH:29][C:6]=2[C:8]2[CH:9]=[CH:10][C:11]([O:14][CH3:15])=[CH:12][CH:13]=2)=[CH:21][CH:20]=1. The catalyst class is: 405. (3) Reactant: [OH:1][C:2]1[CH:3]=[C:4]([NH:8][C:9](=[O:15])[O:10][C:11]([CH3:14])([CH3:13])[CH3:12])[CH:5]=[CH:6][CH:7]=1.Br[C:17]1[CH:18]=[CH:19][C:20]([N+:23]([O-:25])=[O:24])=[N:21][CH:22]=1.C(=O)([O-])[O-].[Cs+].[Cs+]. Product: [N+:23]([C:20]1[N:21]=[CH:22][C:17]([O:1][C:2]2[CH:3]=[C:4]([NH:8][C:9](=[O:15])[O:10][C:11]([CH3:12])([CH3:14])[CH3:13])[CH:5]=[CH:6][CH:7]=2)=[CH:18][CH:19]=1)([O-:25])=[O:24]. The catalyst class is: 9.